This data is from Catalyst prediction with 721,799 reactions and 888 catalyst types from USPTO. The task is: Predict which catalyst facilitates the given reaction. (1) Reactant: [F:1][C:2]1[CH:3]=[C:4]([C@H:9]2[CH2:14][CH2:13][C@H:12]([CH:15]=[O:16])[CH2:11][CH2:10]2)[CH:5]=[C:6]([F:8])[CH:7]=1.C1COCC1.[BH4-].[Na+].Cl. Product: [F:1][C:2]1[CH:3]=[C:4]([C@H:9]2[CH2:10][CH2:11][C@H:12]([CH2:15][OH:16])[CH2:13][CH2:14]2)[CH:5]=[C:6]([F:8])[CH:7]=1. The catalyst class is: 40. (2) Reactant: [CH2:1]([C@H:3]1[NH:8][CH2:7][CH2:6][NH:5][CH2:4]1)[CH3:2].[S:9](N)([NH2:12])(=[O:11])=[O:10]. Product: [CH2:1]([C@H:3]1[NH:8][CH2:7][CH2:6][N:5]([S:9]([NH2:12])(=[O:11])=[O:10])[CH2:4]1)[CH3:2]. The catalyst class is: 12.